From a dataset of Forward reaction prediction with 1.9M reactions from USPTO patents (1976-2016). Predict the product of the given reaction. Given the reactants Br[C:2]1[CH:3]=[C:4]2[C:9](=[CH:10][C:11]=1[Cl:12])[N:8]=[C:7]([CH3:13])[N:6]=[C:5]2[N:14]1[CH2:19][CH2:18][N:17]([C:20]([O:22][C:23]([CH3:26])([CH3:25])[CH3:24])=[O:21])[CH:16]([C:27](=[O:29])[NH2:28])[CH2:15]1.[Cl:30][C:31]1[CH:36]=[CH:35][C:34](B(O)O)=[CH:33][CH:32]=1.C([O-])([O-])=O.[Na+].[Na+], predict the reaction product. The product is: [C:27]([CH:16]1[CH2:15][N:14]([C:5]2[C:4]3[C:9](=[CH:10][C:11]([Cl:12])=[C:2]([C:34]4[CH:35]=[CH:36][C:31]([Cl:30])=[CH:32][CH:33]=4)[CH:3]=3)[N:8]=[C:7]([CH3:13])[N:6]=2)[CH2:19][CH2:18][N:17]1[C:20]([O:22][C:23]([CH3:24])([CH3:26])[CH3:25])=[O:21])(=[O:29])[NH2:28].